Dataset: NCI-60 drug combinations with 297,098 pairs across 59 cell lines. Task: Regression. Given two drug SMILES strings and cell line genomic features, predict the synergy score measuring deviation from expected non-interaction effect. (1) Drug 1: C1=CC(=CC=C1CCCC(=O)O)N(CCCl)CCCl. Drug 2: CC1=CC=C(C=C1)C2=CC(=NN2C3=CC=C(C=C3)S(=O)(=O)N)C(F)(F)F. Cell line: BT-549. Synergy scores: CSS=14.9, Synergy_ZIP=-8.81, Synergy_Bliss=-2.69, Synergy_Loewe=-7.67, Synergy_HSA=-2.64. (2) Drug 1: CCC1(C2=C(COC1=O)C(=O)N3CC4=CC5=C(C=CC(=C5CN(C)C)O)N=C4C3=C2)O.Cl. Drug 2: COCCOC1=C(C=C2C(=C1)C(=NC=N2)NC3=CC=CC(=C3)C#C)OCCOC.Cl. Cell line: UACC62. Synergy scores: CSS=40.6, Synergy_ZIP=-0.505, Synergy_Bliss=-1.33, Synergy_Loewe=-31.7, Synergy_HSA=-1.71. (3) Drug 1: CC12CCC3C(C1CCC2=O)CC(=C)C4=CC(=O)C=CC34C. Drug 2: C#CCC(CC1=CN=C2C(=N1)C(=NC(=N2)N)N)C3=CC=C(C=C3)C(=O)NC(CCC(=O)O)C(=O)O. Cell line: MOLT-4. Synergy scores: CSS=54.1, Synergy_ZIP=0.530, Synergy_Bliss=-0.429, Synergy_Loewe=-0.560, Synergy_HSA=-1.13. (4) Drug 1: CC1C(C(=O)NC(C(=O)N2CCCC2C(=O)N(CC(=O)N(C(C(=O)O1)C(C)C)C)C)C(C)C)NC(=O)C3=C4C(=C(C=C3)C)OC5=C(C(=O)C(=C(C5=N4)C(=O)NC6C(OC(=O)C(N(C(=O)CN(C(=O)C7CCCN7C(=O)C(NC6=O)C(C)C)C)C)C(C)C)C)N)C. Drug 2: CC1=C(C(=CC=C1)Cl)NC(=O)C2=CN=C(S2)NC3=CC(=NC(=N3)C)N4CCN(CC4)CCO. Cell line: MDA-MB-231. Synergy scores: CSS=12.5, Synergy_ZIP=-3.62, Synergy_Bliss=2.51, Synergy_Loewe=-1.16, Synergy_HSA=-0.887. (5) Drug 1: C1=C(C(=O)NC(=O)N1)F. Drug 2: C1C(C(OC1N2C=C(C(=O)NC2=O)F)CO)O. Cell line: DU-145. Synergy scores: CSS=50.0, Synergy_ZIP=-7.46, Synergy_Bliss=-8.76, Synergy_Loewe=-1.58, Synergy_HSA=0.456.